Dataset: Full USPTO retrosynthesis dataset with 1.9M reactions from patents (1976-2016). Task: Predict the reactants needed to synthesize the given product. (1) Given the product [CH2:22]([O:24][C:25]([N:27]1[C:36]2[C:31](=[N:32][C:33]([O:37][CH3:38])=[CH:34][CH:35]=2)[C@@H:30]([NH:39][C:10]([O:9][C@H:7]([C:1]2[CH:6]=[CH:5][CH:4]=[CH:3][CH:2]=2)[CH3:8])=[O:11])[CH2:29][C@H:28]1[CH2:40][CH3:41])=[O:26])[CH3:23], predict the reactants needed to synthesize it. The reactants are: [C:1]1([C@@H:7]([OH:9])[CH3:8])[CH:6]=[CH:5][CH:4]=[CH:3][CH:2]=1.[C:10](N1C=CN=C1)(N1C=CN=C1)=[O:11].[CH2:22]([O:24][C:25]([N:27]1[C:36]2[C:31](=[N:32][C:33]([O:37][CH3:38])=[CH:34][CH:35]=2)[C@@H:30]([NH2:39])[CH2:29][C@H:28]1[CH2:40][CH3:41])=[O:26])[CH3:23].C(N(CC)CC)C. (2) Given the product [CH:23]1([N:22]2[C:21]3[CH:29]=[CH:30][C:31]([C:33]([OH:35])=[O:34])=[CH:32][C:20]=3[N:19]=[C:18]2[C:13]2[CH:14]=[C:15]3[C:10](=[CH:11][CH:12]=2)[N:9]=[C:53]([C:41]2[C:42]([C:45]4[CH:50]=[CH:49][CH:48]=[CH:47][C:46]=4[O:51][CH3:52])=[CH:43][CH:44]=[C:39]([O:38][CH3:37])[CH:40]=2)[CH:54]=[CH:16]3)[CH2:24][CH2:25][CH2:26][CH2:27][CH2:28]1, predict the reactants needed to synthesize it. The reactants are: BrC1C=CC(O)=C(C2C=[CH:16][C:15]3[C:10](=[CH:11][CH:12]=[C:13]([C:18]4[N:22]([CH:23]5[CH2:28][CH2:27][CH2:26][CH2:25][CH2:24]5)[C:21]5[CH:29]=[CH:30][C:31]([C:33]([OH:35])=[O:34])=[CH:32][C:20]=5[N:19]=4)[CH:14]=3)[N:9]=2)C=1.[CH3:37][O:38][C:39]1[CH:40]=[C:41]([C:53](=O)[CH3:54])[C:42]([C:45]2[CH:50]=[CH:49][CH:48]=[CH:47][C:46]=2[O:51][CH3:52])=[CH:43][CH:44]=1.[OH-].[K+]. (3) Given the product [CH3:1][C@@:2]1([OH:22])[C@H:6]([OH:7])[C@@H:5]([CH2:8][OH:9])[O:4][C@H:3]1[N:10]1[C:14]2[N:15]=[CH:16][N:17]=[C:18]([NH2:19])[C:13]=2[C:12](=[N:23][NH2:24])[CH2:11]1, predict the reactants needed to synthesize it. The reactants are: [CH3:1][C@@:2]1([OH:22])[C@H:6]([OH:7])[C@@H:5]([CH2:8][OH:9])[O:4][C@H:3]1[N:10]1[C:14]2[N:15]=[CH:16][N:17]=[C:18]([NH2:19])[C:13]=2[C:12](C=O)=[CH:11]1.[NH2:23][NH2:24]. (4) Given the product [NH2:30][C:24]1[C:23]([O:31][C:32]2[CH:37]=[CH:36][CH:35]=[CH:34][CH:33]=2)=[N:22][C:21]2[C:26](=[CH:27][CH:28]=[CH:29][C:20]=2[C:40]2[NH:42][C:43]3[CH2:50][CH2:51][NH:46][C:47](=[O:53])[C:38]=3[CH:39]=2)[N:25]=1, predict the reactants needed to synthesize it. The reactants are: C([Sn](CCCC)(CCCC)C(OCC)=C)CCC.Br[C:20]1[CH:29]=[CH:28][CH:27]=[C:26]2[C:21]=1[N:22]=[C:23]([O:31][C:32]1[CH:37]=[CH:36][CH:35]=[CH:34][CH:33]=1)[C:24]([NH2:30])=[N:25]2.[CH2:38]1[C:43](=O)[N:42](Br)[C:40](=O)[CH2:39]1.[NH:46]1[CH2:51][CH2:50]C(=O)C[C:47]1=[O:53]. (5) Given the product [N:1]([CH2:4][CH2:5][CH2:6][C:7]1([C:8]2[CH:9]=[CH:10][CH:11]=[CH:12][CH:13]=2)[N:14]([C:26](=[O:31])[C:27]([CH3:30])([CH3:29])[CH3:28])[N:15]=[C:16]([C:17]2[CH:22]=[C:21]([Cl:23])[CH:20]=[CH:19][C:18]=2[CH3:24])[O:25]1)=[N+:2]=[N-:3], predict the reactants needed to synthesize it. The reactants are: [N:1]([CH2:4][CH2:5][CH2:6][C:7](=[N:14][NH:15][C:16](=[O:25])[C:17]1[CH:22]=[C:21]([Cl:23])[CH:20]=[CH:19][C:18]=1[CH3:24])[C:8]1[CH:13]=[CH:12][CH:11]=[CH:10][CH:9]=1)=[N+:2]=[N-:3].[C:26](Cl)(=[O:31])[C:27]([CH3:30])([CH3:29])[CH3:28].O. (6) The reactants are: [H-].[Na+].[CH3:3][C:4](=[CH2:7])[CH2:5][OH:6].Cl[CH2:9][C:10]1[CH:11]=[C:12]([CH:16]=[CH:17][CH:18]=1)[C:13]([OH:15])=[O:14].O. Given the product [CH3:7][C:4](=[CH2:3])[CH2:5][O:6][CH2:9][C:10]1[CH:11]=[C:12]([CH:16]=[CH:17][CH:18]=1)[C:13]([OH:15])=[O:14], predict the reactants needed to synthesize it.